Dataset: Forward reaction prediction with 1.9M reactions from USPTO patents (1976-2016). Task: Predict the product of the given reaction. (1) Given the reactants OC(C(F)(F)F)=O.[N:8]1([C:15]([C:17]2[CH:18]=[C:19]([CH:32]=[CH:33][C:34]=2[F:35])[CH2:20][C:21]2[C:30]3[C:25](=[CH:26][CH:27]=[CH:28][CH:29]=3)[C:24](=[O:31])[NH:23][N:22]=2)=[O:16])[CH2:14][CH2:13][CH2:12][NH:11][CH2:10][CH2:9]1.[O:36]1[CH:40]=[CH:39][CH:38]=[C:37]1[C:41](=[O:45])[C:42](O)=[O:43].CCN(C(C)C)C(C)C.CN(C(ON1N=NC2C=CC=NC1=2)=[N+](C)C)C.F[P-](F)(F)(F)(F)F, predict the reaction product. The product is: [F:35][C:34]1[CH:33]=[CH:32][C:19]([CH2:20][C:21]2[C:30]3[C:25](=[CH:26][CH:27]=[CH:28][CH:29]=3)[C:24](=[O:31])[NH:23][N:22]=2)=[CH:18][C:17]=1[C:15]([N:8]1[CH2:14][CH2:13][CH2:12][N:11]([C:42](=[O:43])[C:41]([C:37]2[O:36][CH:40]=[CH:39][CH:38]=2)=[O:45])[CH2:10][CH2:9]1)=[O:16]. (2) Given the reactants [N:1]1[C:10]2[C:9](=O)[CH2:8][CH2:7][CH2:6][C:5]=2[CH:4]=[CH:3][CH:2]=1.[CH3:12][NH2:13].C(O)(=O)C.C(O[BH-](OC(=O)C)OC(=O)C)(=O)C.[Na+], predict the reaction product. The product is: [CH3:12][NH:13][CH:9]1[C:10]2[N:1]=[CH:2][CH:3]=[CH:4][C:5]=2[CH2:6][CH2:7][CH2:8]1. (3) Given the reactants [Br:1][C:2]1[CH:9]=[C:8]([F:10])[CH:7]=[CH:6][C:3]=1C=O.BrC1C=C(F)C=CC=1C.C(O[CH:23]([O:27][CH2:28][CH3:29])[O:24][CH2:25][CH3:26])C.C1(C)C=CC(S(O)(=O)=O)=CC=1, predict the reaction product. The product is: [CH2:28]([O:27][CH:23]([O:24][CH2:25][CH3:26])[C:3]1[CH:6]=[CH:7][C:8]([F:10])=[CH:9][C:2]=1[Br:1])[CH3:29]. (4) Given the reactants [H-].[Na+].[C:3]([C:5]1[CH:10]=[CH:9][CH:8]=[CH:7][N:6]=1)#[N:4].[NH2:11][C:12]([NH2:14])=[O:13].S(=O)(=O)(O)O, predict the reaction product. The product is: [N:6]1[CH:7]=[CH:8][CH:9]=[CH:10][C:5]=1[C:3]1[N:4]=[C:3]([C:5]2[CH:10]=[CH:9][CH:8]=[CH:7][N:6]=2)[N:14]=[C:12]([OH:13])[N:11]=1.